Predict the product of the given reaction. From a dataset of Forward reaction prediction with 1.9M reactions from USPTO patents (1976-2016). (1) Given the reactants [CH3:1][C:2]1[CH:7]=[CH:6][CH:5]=[C:4]([CH3:8])[N:3]=1.Br[CH2:10][CH2:11][CH2:12][CH2:13][CH2:14][CH2:15][CH2:16][CH2:17][CH2:18][CH3:19], predict the reaction product. The product is: [CH3:1][C:2]1[CH:7]=[CH:6][CH:5]=[C:4]([CH2:8][CH2:10][CH2:11][CH2:12][CH2:13][CH2:14][CH2:15][CH2:16][CH2:17][CH2:18][CH3:19])[N:3]=1. (2) Given the reactants [CH3:1][O:2][C:3]1[CH:12]=[CH:11][C:6]2[C:7]([CH3:10])=[N:8][O:9][C:5]=2[C:4]=1[CH2:13][CH2:14][N:15]1[CH2:20][CH2:19][CH:18]([N:21]2[C:29]3[C:24](=[CH:25][CH:26]=[C:27]([C:30]([NH2:32])=[O:31])[CH:28]=3)[CH:23]=[CH:22]2)[CH2:17][CH2:16]1.[H-].[Na+].[CH3:35]I.O, predict the reaction product. The product is: [CH3:1][O:2][C:3]1[CH:12]=[CH:11][C:6]2[C:7]([CH3:10])=[N:8][O:9][C:5]=2[C:4]=1[CH2:13][CH2:14][N:15]1[CH2:20][CH2:19][CH:18]([N:21]2[C:29]3[C:24](=[CH:25][CH:26]=[C:27]([C:30]([NH:32][CH3:35])=[O:31])[CH:28]=3)[CH:23]=[CH:22]2)[CH2:17][CH2:16]1. (3) Given the reactants C(O)(C(F)(F)F)=O.C(OC([N:15]1[CH2:20][CH2:19][N:18]([C:21]2[C:26]([C:27]3[CH:32]=[CH:31][C:30]([CH2:33][NH:34][C:35](=[O:37])[CH3:36])=[CH:29][CH:28]=3)=[N:25][CH:24]=[CH:23][N:22]=2)[CH2:17][CH2:16]1)=O)(C)(C)C, predict the reaction product. The product is: [N:18]1([C:21]2[C:26]([C:27]3[CH:28]=[CH:29][C:30]([CH2:33][NH:34][C:35](=[O:37])[CH3:36])=[CH:31][CH:32]=3)=[N:25][CH:24]=[CH:23][N:22]=2)[CH2:19][CH2:20][NH:15][CH2:16][CH2:17]1.